This data is from Forward reaction prediction with 1.9M reactions from USPTO patents (1976-2016). The task is: Predict the product of the given reaction. (1) Given the reactants [F:1][C:2]1[C:11]2[C:6](=[CH:7][CH:8]=[CH:9][CH:10]=2)[C:5]([O:12][S:13]([C:16]([F:19])([F:18])[F:17])(=[O:15])=[O:14])=[C:4]([C:20](=[O:26])[C:21]([O:23][CH2:24][CH3:25])=[O:22])[C:3]=1[CH3:27].C(=O)=O.CC#N.[B]1OC2C(=CC=CC=2)O1.C([O-])([O-])=O.[Na+].[Na+], predict the reaction product. The product is: [F:1][C:2]1[C:11]2[C:6](=[CH:7][CH:8]=[CH:9][CH:10]=2)[C:5]([O:12][S:13]([C:16]([F:18])([F:17])[F:19])(=[O:14])=[O:15])=[C:4]([C@H:20]([OH:26])[C:21]([O:23][CH2:24][CH3:25])=[O:22])[C:3]=1[CH3:27]. (2) Given the reactants CO[C:3]([C:5]1[S:9][C:8](/[CH:10]=[CH:11]/[C:12]2[C:13]([C:18]3[CH:23]=[CH:22][CH:21]=[CH:20][CH:19]=3)=[N:14][O:15][C:16]=2[CH3:17])=[N:7][C:6]=1[CH3:24])=[O:4].[CH2:25]([CH2:27][NH2:28])[OH:26], predict the reaction product. The product is: [OH:26][CH2:25][CH2:27][NH:28][C:3]([C:5]1[S:9][C:8](/[CH:10]=[CH:11]/[C:12]2[C:13]([C:18]3[CH:19]=[CH:20][CH:21]=[CH:22][CH:23]=3)=[N:14][O:15][C:16]=2[CH3:17])=[N:7][C:6]=1[CH3:24])=[O:4]. (3) Given the reactants [H-].[Na+].[NH:3]1[CH2:7][CH2:6][C@@H:5]([CH2:8][OH:9])[CH2:4]1.[Cl:10][C:11]1[CH:12]=[C:13]([NH:25][C:26]2[C:35]3[C:30](=[CH:31][CH:32]=[CH:33][C:34]=3F)[N:29]=[CH:28][N:27]=2)[CH:14]=[CH:15][C:16]=1[O:17][CH2:18][C:19]1[CH:24]=[CH:23][CH:22]=[CH:21][N:20]=1, predict the reaction product. The product is: [Cl:10][C:11]1[CH:12]=[C:13]([NH:25][C:26]2[C:35]3[C:30](=[CH:31][CH:32]=[CH:33][C:34]=3[O:9][CH2:8][C@@H:5]3[CH2:6][CH2:7][NH:3][CH2:4]3)[N:29]=[CH:28][N:27]=2)[CH:14]=[CH:15][C:16]=1[O:17][CH2:18][C:19]1[CH:24]=[CH:23][CH:22]=[CH:21][N:20]=1. (4) Given the reactants Cl.[N:2]12[CH2:9][CH2:8][CH:5]([CH2:6][CH2:7]1)[CH:4]([NH2:10])[CH2:3]2.[N:11]([CH2:14][C:15]1[CH:20]=[CH:19][CH:18]=[CH:17][CH:16]=1)=[C:12]=[O:13], predict the reaction product. The product is: [CH2:14]([NH:11][C:12]([NH:10][CH:4]1[CH:5]2[CH2:8][CH2:9][N:2]([CH2:7][CH2:6]2)[CH2:3]1)=[O:13])[C:15]1[CH:20]=[CH:19][CH:18]=[CH:17][CH:16]=1. (5) Given the reactants C([O-])(=O)C.C([O-])(=O)C.C([O-])(=O)C.[Br:13][C:14]1[CH:15]=[CH:16][C:17]([CH2:21][CH3:22])=[C:18]([Pb+3])[CH:19]=1.[C:23]1(=[O:30])[CH2:28][CH2:27][CH2:26][C:25](=[O:29])[CH2:24]1.C1(C)C=CC=CC=1.Cl, predict the reaction product. The product is: [Br:13][C:14]1[CH:15]=[CH:16][C:17]([CH2:21][CH3:22])=[C:18]([CH:24]2[C:25](=[O:29])[CH2:26][CH2:27][CH2:28][C:23]2=[O:30])[CH:19]=1.